Dataset: Full USPTO retrosynthesis dataset with 1.9M reactions from patents (1976-2016). Task: Predict the reactants needed to synthesize the given product. (1) Given the product [Br:1][C:2]1[CH:3]=[C:4]([C:9]2[CH:18]=[C:17]3[C:12]([N:13]=[CH:14][CH:15]=[N:16]3)=[C:11]([C:19]([NH:21][CH2:22][C:23]([OH:25])=[O:24])=[O:20])[C:10]=2[OH:28])[CH:5]=[C:6]([F:8])[CH:7]=1, predict the reactants needed to synthesize it. The reactants are: [Br:1][C:2]1[CH:3]=[C:4]([C:9]2[CH:18]=[C:17]3[C:12]([N:13]=[CH:14][CH:15]=[N:16]3)=[C:11]([C:19]([NH:21][CH2:22][C:23]([O:25]CC)=[O:24])=[O:20])[C:10]=2[OH:28])[CH:5]=[C:6]([F:8])[CH:7]=1.[OH-].[Na+]. (2) Given the product [Cl:1][C:2]1[CH:3]=[C:4]2[C:8](=[CH:9][CH:10]=1)[NH:7][C:6]([C:11]([NH:13][CH:14]([C:24]1[CH:29]=[CH:28][CH:27]=[CH:26][C:25]=1[Cl:30])[CH2:15][O:16][CH2:17][CH:18]1[CH2:19][CH2:20][N:21]([CH:32]([CH3:34])[CH3:31])[CH2:22][CH2:23]1)=[O:12])=[CH:5]2, predict the reactants needed to synthesize it. The reactants are: [Cl:1][C:2]1[CH:3]=[C:4]2[C:8](=[CH:9][CH:10]=1)[NH:7][C:6]([C:11]([NH:13][CH:14]([C:24]1[CH:29]=[CH:28][CH:27]=[CH:26][C:25]=1[Cl:30])[CH2:15][O:16][CH2:17][CH:18]1[CH2:23][CH2:22][NH:21][CH2:20][CH2:19]1)=[O:12])=[CH:5]2.[CH3:31][C:32]([CH3:34])=O. (3) The reactants are: [NH2:1][C:2]1[C:11](Br)=[CH:10][CH:9]=[CH:8][C:3]=1[C:4]([O:6][CH3:7])=[O:5].[CH:13]([N:16]([CH:28]([CH3:30])[CH3:29])[C:17]([C:19]1[CH:24]=[CH:23][N:22]=[CH:21][C:20]=1B(O)O)=[O:18])([CH3:15])[CH3:14].C(=O)([O-])[O-].[Cs+].[Cs+].O. Given the product [NH2:1][C:2]1[C:11]([C:24]2[CH:23]=[N:22][CH:21]=[CH:20][C:19]=2[C:17](=[O:18])[N:16]([CH:28]([CH3:30])[CH3:29])[CH:13]([CH3:14])[CH3:15])=[CH:10][CH:9]=[CH:8][C:3]=1[C:4]([O:6][CH3:7])=[O:5], predict the reactants needed to synthesize it. (4) Given the product [C:4]([C:3]1[C:6]([F:10])=[CH:7][CH:8]=[CH:9][C:2]=1[N:14]1[C:15]2[C:20](=[CH:19][CH:18]=[C:17]([N+:21]([O-:23])=[O:22])[CH:16]=2)[C:12]([CH3:11])=[N:13]1)#[N:5], predict the reactants needed to synthesize it. The reactants are: F[C:2]1[CH:9]=[CH:8][CH:7]=[C:6]([F:10])[C:3]=1[C:4]#[N:5].[CH3:11][C:12]1[C:20]2[C:15](=[CH:16][C:17]([N+:21]([O-:23])=[O:22])=[CH:18][CH:19]=2)[NH:14][N:13]=1.C(=O)([O-])[O-].[K+].[K+]. (5) Given the product [S:1]1[C:5]2[CH:6]=[CH:7][CH:8]=[CH:9][C:4]=2[C:3]([C@H:10]2[CH2:15][CH2:14][C@H:13]([C:16]3[N:25]4[C:19]([CH2:20][N:21]([S:39]([CH3:38])(=[O:41])=[O:40])[CH2:22][C:23]5[CH:29]=[C:28]([Cl:30])[CH:27]=[CH:26][C:24]=54)=[N:18][N:17]=3)[CH2:12][CH2:11]2)=[N:2]1, predict the reactants needed to synthesize it. The reactants are: [S:1]1[C:5]2[CH:6]=[CH:7][CH:8]=[CH:9][C:4]=2[C:3]([C@H:10]2[CH2:15][CH2:14][C@H:13]([C:16]3[N:25]4[C:19]([CH2:20][NH:21][CH2:22][C:23]5[CH:29]=[C:28]([Cl:30])[CH:27]=[CH:26][C:24]=54)=[N:18][N:17]=3)[CH2:12][CH2:11]2)=[N:2]1.C(N(CC)CC)C.[CH3:38][S:39](Cl)(=[O:41])=[O:40]. (6) Given the product [Cl:40][C:24]1[CH:25]=[CH:26][C:27]([C:29](=[O:39])[NH:30][C@@H:31]([C:33]2[CH:38]=[CH:37][CH:36]=[CH:35][CH:34]=2)[CH3:32])=[CH:28][C:23]=1[NH:22][C:20]([C:19]1[C:18](=[O:17])[NH:1][C:2]2[N:3]=[C:4]([N:10]3[CH2:15][CH2:14][O:13][CH2:12][CH2:11]3)[N:5]=[CH:6][C:7]=2[CH:8]=1)=[O:21], predict the reactants needed to synthesize it. The reactants are: [NH2:1][C:2]1[C:7]([CH:8]=O)=[CH:6][N:5]=[C:4]([N:10]2[CH2:15][CH2:14][O:13][CH2:12][CH2:11]2)[N:3]=1.C[O:17][C:18](=O)[CH2:19][C:20]([NH:22][C:23]1[CH:28]=[C:27]([C:29](=[O:39])[NH:30][C@@H:31]([C:33]2[CH:38]=[CH:37][CH:36]=[CH:35][CH:34]=2)[CH3:32])[CH:26]=[CH:25][C:24]=1[Cl:40])=[O:21].N1CCCCC1. (7) Given the product [Cl:17][C:12]1[CH:13]=[CH:14][CH:15]=[CH:16][C:11]=1[C:8]1[N:6]2[CH:7]=[C:2]([CH:28]([C:27]3[CH:30]=[CH:31][C:24]([CH3:23])=[CH:25][CH:26]=3)[OH:29])[CH:3]=[CH:4][C:5]2=[N:10][N:9]=1, predict the reactants needed to synthesize it. The reactants are: Br[C:2]1[CH:3]=[CH:4][C:5]2[N:6]([C:8]([C:11]3[CH:16]=[CH:15][CH:14]=[CH:13][C:12]=3[Cl:17])=[N:9][N:10]=2)[CH:7]=1.C([Mg]Cl)(C)C.[CH3:23][C:24]1[CH:31]=[CH:30][C:27]([CH:28]=[O:29])=[CH:26][CH:25]=1. (8) Given the product [CH2:9]([C:13]([CH3:17])([CH2:14][CH3:15])/[CH:16]=[N:26]/[CH:27]([C:28]1[CH:33]=[CH:32][CH:31]=[CH:30][CH:29]=1)[C:34]1[CH:39]=[CH:38][CH:37]=[CH:36][CH:35]=1)[CH3:10], predict the reactants needed to synthesize it. The reactants are: C(OC(N[C@H:9]([C:13]([CH2:17]C)([CH3:16])[CH2:14][CH3:15])[C:10](O)=O)=O)(C)(C)C.[O-]S([O-])(=O)=O.[Na+].[Na+].[NH2:26][CH:27]([C:34]1[CH:39]=[CH:38][CH:37]=[CH:36][CH:35]=1)[C:28]1[CH:33]=[CH:32][CH:31]=[CH:30][CH:29]=1.